This data is from Forward reaction prediction with 1.9M reactions from USPTO patents (1976-2016). The task is: Predict the product of the given reaction. (1) The product is: [CH2:1]1[C:3]2([CH2:8][O:7][CH:6]([CH2:9][O:10][C:11]3[CH:16]=[CH:15][N:14]=[C:13]([CH2:18][OH:22])[C:12]=3[CH3:19])[O:5][CH2:4]2)[CH2:2]1. Given the reactants [CH2:1]1[C:3]2([CH2:8][O:7][CH:6]([CH2:9][O:10][C:11]3[CH:16]=[CH:15][N+:14]([O-])=[C:13]([CH3:18])[C:12]=3[CH3:19])[O:5][CH2:4]2)[CH2:2]1.C(OC(=O)C)(=[O:22])C.[OH-].[Na+], predict the reaction product. (2) Given the reactants [CH3:1][C:2]1[CH:6]=[C:5]([CH2:7][C:8](=O)[CH3:9])[O:4][N:3]=1.[Br:11][C:12]1[CH:18]=[CH:17][CH:16]=[CH:15][C:13]=1[NH2:14].C(O)(=O)C.C([BH3-])#N.[Na+], predict the reaction product. The product is: [Br:11][C:12]1[CH:18]=[CH:17][CH:16]=[CH:15][C:13]=1[NH:14][CH:8]([CH3:9])[CH2:7][C:5]1[O:4][N:3]=[C:2]([CH3:1])[CH:6]=1. (3) The product is: [CH3:23][O:24][C:25]([C:27]12[CH2:36][CH:31]3[CH2:32][CH:33]([CH2:35][C:29]([NH:37][C:13]([C:15]4[CH:20]=[CH:19][CH:18]=[C:17]([CH3:21])[N:16]=4)=[O:14])([CH2:30]3)[CH2:28]1)[CH2:34]2)=[O:26]. Given the reactants NC12CC3CC(CC(N[C:13]([C:15]4[CH:20]=[CH:19][CH:18]=[C:17]([CH3:21])[N:16]=4)=[O:14])(C3)C1)C2.Cl.[CH3:23][O:24][C:25]([C:27]12[CH2:36][CH:31]3[CH2:32][CH:33]([CH2:35][C:29]([NH2:37])([CH2:30]3)[CH2:28]1)[CH2:34]2)=[O:26].CC1N=C(C(O)=O)C=CC=1, predict the reaction product. (4) Given the reactants C([OH:4])CC.[ClH:5].[NH2:6][C:7]1[C:12]([C:13]2[CH:18]=[CH:17][C:16]([NH:19][C:20]([C:22]3[C:27](=[O:28])[C:26]([C:29]4[CH:34]=[CH:33][C:32]([F:35])=[CH:31][CH:30]=4)=[CH:25][N:24]([CH2:36][C:37]([F:40])([F:39])[F:38])[CH:23]=3)=[O:21])=[CH:15][CH:14]=2)=[CH:11][C:10]([C:41]2[CH:46]=[CH:45][C:44]([O:47][CH3:48])=[C:43]([O:49][CH3:50])[CH:42]=2)=[CH:9][N:8]=1, predict the reaction product. The product is: [OH2:4].[ClH:5].[NH2:6][C:7]1[C:12]([C:13]2[CH:14]=[CH:15][C:16]([NH:19][C:20]([C:22]3[C:27](=[O:28])[C:26]([C:29]4[CH:30]=[CH:31][C:32]([F:35])=[CH:33][CH:34]=4)=[CH:25][N:24]([CH2:36][C:37]([F:38])([F:39])[F:40])[CH:23]=3)=[O:21])=[CH:17][CH:18]=2)=[CH:11][C:10]([C:41]2[CH:46]=[CH:45][C:44]([O:47][CH3:48])=[C:43]([O:49][CH3:50])[CH:42]=2)=[CH:9][N:8]=1. (5) Given the reactants [NH2:1][C:2]1[CH:7]=[CH:6][C:5]([C:8]#[C:9]C2C=C(CN(CCN(CC(OC(C)(C)C)=O)CC(OC(C)(C)C)=O)CC(OC(C)(C)C)=O)N=C(CN(CCN(CC(OC(C)(C)C)=O)CC(OC(C)(C)C)=O)CC(=O)OC(C)(C)C)C=2)=[CH:4][CH:3]=1.[C:74]([O:78][C:79](=[O:127])[CH2:80][N:81]([CH2:119][C:120](=[O:126])[O:121][C:122]([CH3:125])([CH3:124])[CH3:123])[CH2:82][CH2:83][N:84]([CH2:93][C:94]1[N:99]=[C:98]([CH2:100][N:101]([CH2:110][C:111]([O:113]C(C)(C)C)=[O:112])[CH2:102][C:103]([O:105][C:106]([CH3:109])([CH3:108])[CH3:107])=[O:104])[CH:97]=[C:96](Br)[CH:95]=1)[CH2:85][C:86]([O:88][C:89]([CH3:92])([CH3:91])[CH3:90])=[O:87])([CH3:77])([CH3:76])[CH3:75], predict the reaction product. The product is: [NH2:1][C:2]1[CH:7]=[CH:6][C:5]([C:8]#[C:9][C:96]2[CH:95]=[C:94]([CH2:93][N:84]([CH2:83][CH2:82][N:81]([CH2:80][C:79]([O:78][C:74]([CH3:76])([CH3:75])[CH3:77])=[O:127])[CH2:119][C:120](=[O:126])[O:121][C:122]([CH3:124])([CH3:123])[CH3:125])[CH2:85][C:86]([O:88][C:89]([CH3:90])([CH3:91])[CH3:92])=[O:87])[N:99]=[C:98]([CH2:100][N:101]([CH2:102][C:103]([O:105][C:106]([CH3:108])([CH3:107])[CH3:109])=[O:104])[CH2:110][C:111]([O:113][C:5]([CH3:8])([CH3:6])[CH3:4])=[O:112])[CH:97]=2)=[CH:4][CH:3]=1. (6) Given the reactants [Br:1][C:2]1[CH:3]=[C:4]([C:9]2[NH:13][C:12]3[CH2:14][CH2:15][CH2:16][CH2:17][C:11]=3[N:10]=2)[C:5]([OH:8])=[N:6][CH:7]=1.[C:18](=O)([O-])[O-].[Cs+].[Cs+].ClCI, predict the reaction product. The product is: [Br:1][C:2]1[CH:7]=[N:6][C:5]2[O:8][CH2:18][N:13]3[C:12]4[CH2:14][CH2:15][CH2:16][CH2:17][C:11]=4[N:10]=[C:9]3[C:4]=2[CH:3]=1. (7) Given the reactants Br[C:2]1[CH:3]=[C:4]2[C:8](=[CH:9][CH:10]=1)[NH:7][CH:6]=[C:5]2[CH3:11].[CH3:12][C:13]1([CH3:29])[C:17]([CH3:19])([CH3:18])[O:16][B:15]([B:15]2[O:16][C:17]([CH3:19])([CH3:18])[C:13]([CH3:29])([CH3:12])[O:14]2)[O:14]1.C(O[K])(C)=O.O, predict the reaction product. The product is: [CH3:11][C:5]1[C:4]2[C:8](=[CH:9][CH:10]=[C:2]([B:15]3[O:16][C:17]([CH3:19])([CH3:18])[C:13]([CH3:29])([CH3:12])[O:14]3)[CH:3]=2)[NH:7][CH:6]=1. (8) Given the reactants [C:1]([O:5][C:6]([N:8]([CH3:54])[C@@H:9]([CH3:53])[C:10]([NH:12][C@@H:13]([C:49]([CH3:52])([CH3:51])[CH3:50])[C:14]([N:16]1[C@H:25]([C:26]([N:28]([CH2:38][C:39]2[CH:48]=[CH:47][C:42]([C:43]([O:45]C)=[O:44])=[CH:41][CH:40]=2)[C@@H:29]([C:31]2[CH:36]=[CH:35][CH:34]=[CH:33][C:32]=2[Cl:37])[CH3:30])=[O:27])[CH2:24][C:23]2[C:18](=[CH:19][CH:20]=[CH:21][CH:22]=2)[CH2:17]1)=[O:15])=[O:11])=[O:7])([CH3:4])([CH3:3])[CH3:2].[Li+].[OH-].Cl, predict the reaction product. The product is: [C:1]([O:5][C:6]([N:8]([CH3:54])[C@@H:9]([CH3:53])[C:10]([NH:12][C@@H:13]([C:49]([CH3:52])([CH3:51])[CH3:50])[C:14]([N:16]1[C@H:25]([C:26]([N:28]([CH2:38][C:39]2[CH:40]=[CH:41][C:42]([C:43]([OH:45])=[O:44])=[CH:47][CH:48]=2)[C@@H:29]([C:31]2[CH:36]=[CH:35][CH:34]=[CH:33][C:32]=2[Cl:37])[CH3:30])=[O:27])[CH2:24][C:23]2[C:18](=[CH:19][CH:20]=[CH:21][CH:22]=2)[CH2:17]1)=[O:15])=[O:11])=[O:7])([CH3:4])([CH3:3])[CH3:2].